Dataset: Full USPTO retrosynthesis dataset with 1.9M reactions from patents (1976-2016). Task: Predict the reactants needed to synthesize the given product. (1) Given the product [CH3:25][O:24][C:6]1[CH:5]=[C:4]([CH:9]=[CH:8][C:7]=1[NH:10][C:11]([NH:13][C:14]1[CH:19]=[N:18][C:17]([C:20]([F:23])([F:21])[F:22])=[CH:16][N:15]=1)=[O:12])[C:3]([OH:26])=[O:2], predict the reactants needed to synthesize it. The reactants are: C[O:2][C:3](=[O:26])[C:4]1[CH:9]=[CH:8][C:7]([NH:10][C:11]([NH:13][C:14]2[CH:19]=[N:18][C:17]([C:20]([F:23])([F:22])[F:21])=[CH:16][N:15]=2)=[O:12])=[C:6]([O:24][CH3:25])[CH:5]=1.O.[OH-].[Li+]. (2) Given the product [Cl:28][C:27]1[CH:26]=[CH:25][CH:24]=[C:23]([Cl:29])[C:22]=1[C:15]1[C:14]([CH2:13][O:12][C:7]2[CH:8]=[C:9]3[C:4](=[CH:5][CH:6]=2)[CH:3]=[C:2]([C:50]2[CH:56]=[CH:55][C:53]([NH2:54])=[CH:52][CH:51]=2)[CH:11]=[CH:10]3)=[C:18]([CH:19]([CH3:21])[CH3:20])[O:17][N:16]=1, predict the reactants needed to synthesize it. The reactants are: Br[C:2]1[CH:3]=[C:4]2[C:9](=[CH:10][CH:11]=1)[CH:8]=[C:7]([O:12][CH2:13][C:14]1[C:15]([C:22]3[C:27]([Cl:28])=[CH:26][CH:25]=[CH:24][C:23]=3[Cl:29])=[N:16][O:17][C:18]=1[CH:19]([CH3:21])[CH3:20])[CH:6]=[CH:5]2.COCCOC.C(=O)([O-])[O-].[Na+].[Na+].CC1(C)C(C)(C)OB([C:50]2[CH:56]=[CH:55][C:53]([NH2:54])=[CH:52][CH:51]=2)O1. (3) Given the product [NH2:31][CH:1]([C:4]1[C:13]([N:14]2[CH2:19][CH2:18][N:17]([C:20]([O:22][CH3:23])=[O:21])[CH2:16][CH2:15]2)=[C:12]2[C:7]([CH:8]=[CH:9][CH:10]=[N:11]2)=[C:6]([Cl:24])[CH:5]=1)[CH3:2], predict the reactants needed to synthesize it. The reactants are: [C:1]([C:4]1[C:13]([N:14]2[CH2:19][CH2:18][N:17]([C:20]([O:22][CH3:23])=[O:21])[CH2:16][CH2:15]2)=[C:12]2[C:7]([CH:8]=[CH:9][CH:10]=[N:11]2)=[C:6]([Cl:24])[CH:5]=1)(=O)[CH3:2].C([O-])(=O)C.[NH4+].C([BH3-])#[N:31].[Na+].O1CCCC1. (4) Given the product [ClH:1].[NH2:28][C@H:9]([CH2:8][C:5]1[CH:6]=[CH:7][C:2]([Cl:1])=[CH:3][CH:4]=1)[C:10]([N:11]1[CH2:16][CH2:15][CH:14]([C:17]2[CH:22]=[CH:21][CH:20]=[CH:19][C:18]=2[C:23]([F:26])([F:24])[F:25])[CH2:13][CH2:12]1)=[O:27], predict the reactants needed to synthesize it. The reactants are: [Cl:1][C:2]1[CH:7]=[CH:6][C:5]([CH2:8][C@@H:9]([NH:28]C(OC(C)(C)C)=O)[C:10](=[O:27])[N:11]2[CH2:16][CH2:15][CH:14]([C:17]3[CH:22]=[CH:21][CH:20]=[CH:19][C:18]=3[C:23]([F:26])([F:25])[F:24])[CH2:13][CH2:12]2)=[CH:4][CH:3]=1.Cl. (5) Given the product [Br:1][C:2]1[CH:3]=[C:4]2[C:9](=[CH:10][CH:11]=1)[N:8]([C:33](=[O:36])[CH2:34][CH3:35])[C@@H:7]([CH:12]1[CH2:14][CH2:13]1)[C@H:6]([CH3:15])[C@H:5]2[NH:16][C:17](=[O:26])[O:18][CH2:19][C:20]1[CH:21]=[CH:22][CH:23]=[CH:24][CH:25]=1, predict the reactants needed to synthesize it. The reactants are: [Br:1][C:2]1[CH:3]=[C:4]2[C:9](=[CH:10][CH:11]=1)[NH:8][C@@H:7]([CH:12]1[CH2:14][CH2:13]1)[C@H:6]([CH3:15])[C@H:5]2[NH:16][C:17](=[O:26])[O:18][CH2:19][C:20]1[CH:25]=[CH:24][CH:23]=[CH:22][CH:21]=1.N1C=CC=CC=1.[C:33](Cl)(=[O:36])[CH2:34][CH3:35]. (6) Given the product [Cl:1][C:2]1[CH:7]=[C:6]([Cl:8])[CH:5]=[CH:4][C:3]=1[CH:9]1[S:15][CH2:14][CH2:13][N:12]([CH2:16][C:17]([NH2:32])=[O:18])[C:11]2[N:21]([CH3:30])[N:22]=[C:23]([C:24]3[CH:29]=[CH:28][CH:27]=[CH:26][N:25]=3)[C:10]1=2, predict the reactants needed to synthesize it. The reactants are: [Cl:1][C:2]1[CH:7]=[C:6]([Cl:8])[CH:5]=[CH:4][C:3]=1[CH:9]1[S:15][CH2:14][CH2:13][N:12]([CH2:16][C:17](OC)=[O:18])[C:11]2[N:21]([CH3:30])[N:22]=[C:23]([C:24]3[CH:29]=[CH:28][CH:27]=[CH:26][N:25]=3)[C:10]1=2.[C-]#[N:32].[K+].N.